This data is from Forward reaction prediction with 1.9M reactions from USPTO patents (1976-2016). The task is: Predict the product of the given reaction. (1) The product is: [CH2:5]([O:4][CH2:1][CH2:2][CH2:3][S:13][CH2:14][CH2:15][OH:16])[CH2:6][C:7]1[CH:8]=[CH:9][CH:10]=[CH:11][CH:12]=1. Given the reactants [CH2:1]([O:4][CH2:5][CH2:6][C:7]1[CH:12]=[CH:11][CH:10]=[CH:9][CH:8]=1)[CH:2]=[CH2:3].[SH:13][CH2:14][CH2:15][OH:16], predict the reaction product. (2) Given the reactants Cl.Cl.[CH3:3][N:4]([CH3:11])[C:5]12[CH2:10][CH:9]1[CH2:8][NH:7][CH2:6]2.[Cl:12][C:13]1[N:18]=[C:17]([N:19]([C:35]([O:37][C:38]([CH3:41])([CH3:40])[CH3:39])=[O:36])[N:20]([C:28]([O:30][C:31]([CH3:34])([CH3:33])[CH3:32])=[O:29])[C:21]([O:23][C:24]([CH3:27])([CH3:26])[CH3:25])=[O:22])[C:16]([F:42])=[C:15](Cl)[N:14]=1.C(N(CC)C(C)C)(C)C, predict the reaction product. The product is: [Cl:12][C:13]1[N:18]=[C:17]([N:19]([C:35]([O:37][C:38]([CH3:41])([CH3:40])[CH3:39])=[O:36])[N:20]([C:21]([O:23][C:24]([CH3:25])([CH3:26])[CH3:27])=[O:22])[C:28]([O:30][C:31]([CH3:32])([CH3:33])[CH3:34])=[O:29])[C:16]([F:42])=[C:15]([N:7]2[CH2:8][CH:9]3[C:5]([N:4]([CH3:11])[CH3:3])([CH2:10]3)[CH2:6]2)[N:14]=1. (3) Given the reactants [C:1]([NH:5][C:6]([C:8]1[C:16]2[C:11](=[N:12][C:13]([CH3:18])=[C:14](Br)[N:15]=2)[N:10]([CH2:19][O:20][CH2:21][CH2:22][Si:23]([CH3:26])([CH3:25])[CH3:24])[CH:9]=1)=[O:7])([CH3:4])([CH3:3])[CH3:2].[CH3:27][S:28]([C:31]1[CH:32]=[C:33]([NH2:37])[CH:34]=[CH:35][CH:36]=1)(=[O:30])=[O:29].C1(P(C2C=CC=CC=2)C2C=CC3C(=CC=CC=3)C=2C2C3C(=CC=CC=3)C=CC=2P(C2C=CC=CC=2)C2C=CC=CC=2)C=CC=CC=1.CC(C)([O-])C.[Na+], predict the reaction product. The product is: [C:1]([NH:5][C:6]([C:8]1[C:16]2[C:11](=[N:12][C:13]([CH3:18])=[C:14]([NH:37][C:33]3[CH:34]=[CH:35][CH:36]=[C:31]([S:28]([CH3:27])(=[O:30])=[O:29])[CH:32]=3)[N:15]=2)[N:10]([CH2:19][O:20][CH2:21][CH2:22][Si:23]([CH3:26])([CH3:25])[CH3:24])[CH:9]=1)=[O:7])([CH3:4])([CH3:3])[CH3:2]. (4) Given the reactants [F:1][C:2]1([F:12])[CH2:7][CH2:6][CH:5]([C:8](NC)=[O:9])[CH2:4][CH2:3]1.[CH3:13][Mg+].[Br-].O, predict the reaction product. The product is: [F:1][C:2]1([F:12])[CH2:7][CH2:6][CH:5]([C:8](=[O:9])[CH3:13])[CH2:4][CH2:3]1. (5) The product is: [CH:18]1([CH2:17][NH:16][C:14]([C:11]2[CH:12]=[CH:13][C:8]([C:6]3[C:5]([CH3:21])=[CH:4][CH:3]=[C:2]([NH:1][C:27]([CH:23]4[CH2:24][CH2:25][CH2:26][O:22]4)=[O:28])[CH:7]=3)=[CH:9][CH:10]=2)=[O:15])[CH2:20][CH2:19]1. Given the reactants [NH2:1][C:2]1[CH:3]=[CH:4][C:5]([CH3:21])=[C:6]([C:8]2[CH:13]=[CH:12][C:11]([C:14]([NH:16][CH2:17][CH:18]3[CH2:20][CH2:19]3)=[O:15])=[CH:10][CH:9]=2)[CH:7]=1.[O:22]1[CH2:26][CH2:25][CH2:24][CH:23]1[C:27](O)=[O:28], predict the reaction product. (6) Given the reactants [CH3:1][N:2]1[C:6]([C:7]2[S:11][C:10]([S:12](Cl)(=[O:14])=[O:13])=[CH:9][CH:8]=2)=[CH:5][C:4]([C:16]([F:19])([F:18])[F:17])=[N:3]1.[CH3:20][O:21][C:22]1[CH:28]=[C:27]([N+:29]([O-:31])=[O:30])[CH:26]=[CH:25][C:23]=1[NH2:24].N1C=CC=CC=1, predict the reaction product. The product is: [CH3:20][O:21][C:22]1[CH:28]=[C:27]([N+:29]([O-:31])=[O:30])[CH:26]=[CH:25][C:23]=1[NH:24][S:12]([C:10]1[S:11][C:7]([C:6]2[N:2]([CH3:1])[N:3]=[C:4]([C:16]([F:19])([F:18])[F:17])[CH:5]=2)=[CH:8][CH:9]=1)(=[O:14])=[O:13]. (7) Given the reactants CS[C:3]1[N:7]([C:8]([O:10][C:11]([CH3:14])([CH3:13])[CH3:12])=[O:9])[C@H:6]2[CH2:15][CH2:16][CH2:17][CH2:18][C@H:5]2[N:4]=1.[F:19][C:20]1[CH:21]=[C:22]([CH:25]=[CH:26][CH:27]=1)[CH2:23][NH2:24], predict the reaction product. The product is: [C:11]([O:10][C:8]([N:7]1[C@H:6]2[CH2:15][CH2:16][CH2:17][CH2:18][C@H:5]2[N:4]=[C:3]1[NH:24][CH2:23][C:22]1[CH:25]=[CH:26][CH:27]=[C:20]([F:19])[CH:21]=1)=[O:9])([CH3:14])([CH3:13])[CH3:12]. (8) Given the reactants [CH:1]([O:4][C:5](=[O:29])[NH:6][CH:7]1[CH2:28][C:10]2[N:11]([CH2:20][C:21]3[C:26](Cl)=[N:25][CH:24]=[CH:23][N:22]=3)[C:12]3[CH:13]=[CH:14][C:15]([C:18]#[N:19])=[CH:16][C:17]=3[C:9]=2[CH2:8]1)([CH3:3])[CH3:2].[NH3:30], predict the reaction product. The product is: [CH:1]([O:4][C:5](=[O:29])[NH:6][CH:7]1[CH2:28][C:10]2[N:11]([CH2:20][C:21]3[C:26]([NH2:30])=[N:25][CH:24]=[CH:23][N:22]=3)[C:12]3[CH:13]=[CH:14][C:15]([C:18]#[N:19])=[CH:16][C:17]=3[C:9]=2[CH2:8]1)([CH3:3])[CH3:2]. (9) Given the reactants [Br:1][C:2]1[C:7]([CH2:8][OH:9])=[CH:6][C:5]([OH:10])=[CH:4][C:3]=1[F:11].[O:12]1[CH:17]=[CH:16][CH2:15][CH2:14][CH2:13]1, predict the reaction product. The product is: [Br:1][C:2]1[C:7]([CH2:8][O:9][CH:13]2[CH2:14][CH2:15][CH2:16][CH2:17][O:12]2)=[CH:6][C:5]([O:10][CH:17]2[CH2:16][CH2:15][CH2:14][CH2:13][O:12]2)=[CH:4][C:3]=1[F:11].